This data is from Forward reaction prediction with 1.9M reactions from USPTO patents (1976-2016). The task is: Predict the product of the given reaction. (1) Given the reactants [C:1]([O:5][C:6]([NH:8][CH:9]1[CH2:14][CH2:13][NH:12][CH2:11][CH2:10]1)=[O:7])([CH3:4])([CH3:3])[CH3:2].[CH3:15][N:16]([CH3:21])[CH2:17][C:18](O)=[O:19].ON1C2C=CC=CC=2N=N1.Cl.C(N=C=NCCCN(C)C)C.[OH-].[Na+], predict the reaction product. The product is: [C:1]([O:5][C:6](=[O:7])[NH:8][CH:9]1[CH2:10][CH2:11][N:12]([C:18](=[O:19])[CH2:17][N:16]([CH3:21])[CH3:15])[CH2:13][CH2:14]1)([CH3:4])([CH3:2])[CH3:3]. (2) The product is: [C:7]([O:29][C:27]([N:17]1[C:16]2[C:21](=[CH:22][C:13]([C:11]3[CH:10]=[N:9][CH:8]=[C:7]([CH2:6][O:5][CH2:4][C:3](=[O:23])[N:2]([CH3:24])[CH3:1])[CH:12]=3)=[CH:14][N:15]=2)[CH2:20][CH2:19][CH2:18]1)=[O:28])([CH3:8])([CH3:12])[CH3:6]. Given the reactants [CH3:1][N:2]([CH3:24])[C:3](=[O:23])[CH2:4][O:5][CH2:6][C:7]1[CH:8]=[N:9][CH:10]=[C:11]([C:13]2[CH:14]=[N:15][C:16]3[NH:17][CH2:18][CH2:19][CH2:20][C:21]=3[CH:22]=2)[CH:12]=1.FC(F)(F)[C:27]([OH:29])=[O:28], predict the reaction product. (3) Given the reactants C(N)(=[O:8])C1C=CC=NC=1.C[CH2:11][C@@H:12]([C@H:14]([NH:175][C:176]([C@@H](NC([C@@H](NC([C@@H](NC([C@@H:14]([NH:175][C:176]([C@@H](NC([C@@H](NC([C@@H](NC([C@@H](NC([C@@H](NC([C@@H](NC([C@@H](NC([C@@H](NC([C@@H](NC([C@@H](NC([C@@H](NC([C@@H](NC([C@@H](NC([C@@H](NC(CNC([C@@H](NC(CNC([C@@H](N)CC1NC=NC=1)=O)=O)CCC(O)=O)=O)=O)[C@H](O)C)=O)CC1C=CC=CC=1)=O)[C@H](O)C)=O)CO)=O)CC(O)=O)=O)CC(C)C)=O)CO)=O)CCCCN)=O)CCC(N)=O)=O)CCSC)=O)CCC(O)=O)=O)CCC(O)=O)=O)CCC(O)=O)=O)C)=[O:177])[CH:12]([CH3:13])[CH3:11])=O)CCCNC(N)=N)=O)CC(C)C)=O)CC1C=CC=CC=1)=[O:177])C(N[C@H](C(N[C@H](C(N[C@H](C(N[C@H](C(N[C@H](C(NCC(NCC(N1[C@H](C(N[C@H](C(N[C@H](C(NCC(N[C@H](C(N2[C@H](C(N3[C@H](C(N4[C@H](C(N[C@H](C(N)=O)CO)=O)CCC4)=O)CCC3)=O)CCC2)=O)C)=O)=O)CO)=O)CO)=O)CCC1)=O)=O)=O)CC(N[C@@H]1O[C@H](CO)[C@@H](O[C@@H]2O[C@H](CO[C@@]3(C(O)=O)O[C@@H](C[C@H](O)[C@H](O)CO)[C@H](NC(C)=O)[C@@H](O)C3)[C@H](O)[C@H](O)[C@H]2O)[C@H](O)[C@H]1NC(C)=O)=O)=O)CCCCN)=O)CC(C)C)=O)CC1C2C=CC=CC=2NC=1)=O)CCC(O)=O)=O)[CH3:13].C1OC2C=CC([C:361]3[N:365]=[C:364](C4C=CC(C(N)=O)=CC=4)[NH:363][C:362]=3[C:375]3[N:380]=[CH:379]C=CC=3)=CC=2OC1.CC1N=C(C2NN=CC=2C2C=CC3N=CC=CC=3N=2)C=CC=1.C1N=C(N)C2N=CN([C@@H]3O[C@@H]4COP(O)(O[C@H]4[C@H]3O)=O)C=2N=1, predict the reaction product. The product is: [CH3:11][CH:12]([CH2:14][N:175]1[C:176](=[O:177])[N:380]([CH3:379])[C:375](=[O:8])[C:362]2[NH:363][CH:364]=[N:365][C:361]1=2)[CH3:13]. (4) Given the reactants Br[C:2]1[CH:10]=[CH:9][CH:8]=[C:7]2[C:3]=1[CH2:4][CH2:5][C:6]2=[O:11].[C:12]([Cu])#[N:13], predict the reaction product. The product is: [O:11]=[C:6]1[C:7]2[CH:8]=[CH:9][CH:10]=[C:2]([C:12]#[N:13])[C:3]=2[CH2:4][CH2:5]1. (5) Given the reactants [F:1][C:2]1[CH:7]=[CH:6][C:5]([F:8])=[CH:4][C:3]=1[C:9]1[S:13][C:12]([CH2:20][CH2:21][C:22]#[N:23])([C:14]2[CH:19]=[CH:18][CH:17]=[CH:16][CH:15]=2)[N:11]([C:24](=[O:29])[C@@H:25]([O:27][CH3:28])[CH3:26])[N:10]=1.[ClH:30].[CH2:31]([OH:33])[CH3:32], predict the reaction product. The product is: [ClH:30].[F:1][C:2]1[CH:7]=[CH:6][C:5]([F:8])=[CH:4][C:3]=1[C:9]1[S:13][C:12]([CH2:20][CH2:21][C:22](=[NH:23])[O:33][CH2:31][CH3:32])([C:14]2[CH:19]=[CH:18][CH:17]=[CH:16][CH:15]=2)[N:11]([C:24](=[O:29])[C@@H:25]([O:27][CH3:28])[CH3:26])[N:10]=1. (6) Given the reactants [F:1][C:2]1[CH:7]=[CH:6][CH:5]=[C:4]([N+]([O-])=O)[C:3]=1[CH:11]=[CH:12][N:13]1CCCC1, predict the reaction product. The product is: [F:1][C:2]1[CH:7]=[CH:6][CH:5]=[C:4]2[C:3]=1[CH:11]=[CH:12][NH:13]2. (7) Given the reactants [CH:1]1([N:6]2[CH2:12][C:11]([F:14])([F:13])[C:10](=[O:15])[N:9]([CH3:16])[C:8]3[CH:17]=[N:18][C:19]([NH:21][C:22]4[CH:30]=[CH:29][C:25]([C:26](O)=[O:27])=[CH:24][C:23]=4[CH2:31][CH3:32])=[N:20][C:7]2=3)[CH2:5][CH2:4][CH2:3][CH2:2]1.ON1C2C=CC=CC=2N=N1.F[P-](F)(F)(F)(F)F.CN(C(N(C)C)=[N+]1C2C=CC=CC=2[N+]([O-])=N1)C.C(N(C(C)C)CC)(C)C.[NH2:76][CH:77]1[CH2:82][CH2:81][N:80]([C:83]([O:85][C:86]([CH3:89])([CH3:88])[CH3:87])=[O:84])[CH2:79][CH2:78]1, predict the reaction product. The product is: [C:86]([O:85][C:83]([N:80]1[CH2:79][CH2:78][CH:77]([NH:76][C:26](=[O:27])[C:25]2[CH:29]=[CH:30][C:22]([NH:21][C:19]3[N:18]=[CH:17][C:8]4[N:9]([CH3:16])[C:10](=[O:15])[C:11]([F:13])([F:14])[CH2:12][N:6]([CH:1]5[CH2:5][CH2:4][CH2:3][CH2:2]5)[C:7]=4[N:20]=3)=[C:23]([CH2:31][CH3:32])[CH:24]=2)[CH2:82][CH2:81]1)=[O:84])([CH3:89])([CH3:88])[CH3:87]. (8) Given the reactants [CH3:1][C:2]1([CH3:11])[CH2:7][CH:6]([OH:8])[CH2:5][C:4]([CH3:10])([CH3:9])[O:3]1.N1C=CC=CC=1.[CH3:18][S:19](Cl)(=[O:21])=[O:20], predict the reaction product. The product is: [CH3:18][S:19]([O:8][CH:6]1[CH2:5][C:4]([CH3:10])([CH3:9])[O:3][C:2]([CH3:11])([CH3:1])[CH2:7]1)(=[O:21])=[O:20].